From a dataset of Full USPTO retrosynthesis dataset with 1.9M reactions from patents (1976-2016). Predict the reactants needed to synthesize the given product. (1) Given the product [Br:1][C:2]1[CH:3]=[C:4]2[C:9]([CH3:10])=[N:13][NH:12][C:5]2=[N:6][CH:7]=1, predict the reactants needed to synthesize it. The reactants are: [Br:1][C:2]1[CH:3]=[C:4]([C:9](=O)[CH3:10])[C:5](Cl)=[N:6][CH:7]=1.[NH2:12][NH2:13].C(=O)([O-])[O-].[K+].[K+]. (2) The reactants are: [C:1]([O:5][C:6]([N:8]1[C:17]2[C:12](=[CH:13][C:14]([O:18][CH2:19][CH:20]=[CH:21][CH2:22]Br)=[CH:15][CH:16]=2)[CH2:11][CH2:10][CH2:9]1)=[O:7])([CH3:4])([CH3:3])[CH3:2].[CH2:24]([NH:27][CH3:28])[CH:25]=[CH2:26]. Given the product [C:1]([O:5][C:6]([N:8]1[C:17]2[C:12](=[CH:13][C:14]([O:18][CH2:19][CH:20]=[CH:21][CH2:22][N:27]([CH2:24][CH:25]=[CH2:26])[CH3:28])=[CH:15][CH:16]=2)[CH2:11][CH2:10][CH2:9]1)=[O:7])([CH3:4])([CH3:3])[CH3:2], predict the reactants needed to synthesize it. (3) Given the product [OH:1][C:2]1([CH2:10][O:11][C:12]2[CH:17]=[C:16]([CH3:18])[C:15]([C:19]3[CH:24]=[CH:23][CH:22]=[C:21]([CH2:25][O:26][C:27]4[CH:40]=[CH:39][C:30]5[C@H:31]([CH2:34][C:35]([OH:37])=[O:36])[CH2:32][O:33][C:29]=5[CH:28]=4)[CH:20]=3)=[C:14]([CH3:41])[CH:13]=2)[CH2:3][CH2:4][S:5](=[O:8])(=[O:9])[CH2:6][CH2:7]1, predict the reactants needed to synthesize it. The reactants are: [OH:1][C:2]1([CH2:10][O:11][C:12]2[CH:17]=[C:16]([CH3:18])[C:15]([C:19]3[CH:24]=[CH:23][CH:22]=[C:21]([CH2:25][O:26][C:27]4[CH:40]=[CH:39][C:30]5[C@H:31]([CH2:34][C:35]([O:37]C)=[O:36])[CH2:32][O:33][C:29]=5[CH:28]=4)[CH:20]=3)=[C:14]([CH3:41])[CH:13]=2)[CH2:7][CH2:6][S:5](=[O:9])(=[O:8])[CH2:4][CH2:3]1.CO.[OH-].[Na+].Cl. (4) Given the product [CH3:18][NH:19][C:15]([C:14]1[C:10]2[C:9]3[CH:8]=[CH:7][CH:6]=[CH:5][C:4]=3[NH:3][C:2](=[O:1])[C:11]=2[NH:12][CH:13]=1)=[O:17], predict the reactants needed to synthesize it. The reactants are: [O:1]=[C:2]1[C:11]2[NH:12][CH:13]=[C:14]([C:15]([OH:17])=O)[C:10]=2[C:9]2[CH:8]=[CH:7][CH:6]=[CH:5][C:4]=2[NH:3]1.[CH3:18][N:19]1CCOCC1.Cl.CN. (5) The reactants are: [CH3:1][S:2]([C:5]1[CH:10]=[CH:9][C:8]([C:11]2[C:12]3[N:13]([N:17]=[C:18]([NH2:20])[N:19]=3)[CH:14]=[CH:15][CH:16]=2)=[CH:7][CH:6]=1)(=[O:4])=[O:3].Br[C:22]1[CH:23]=[C:24]2[C:29](=[CH:30][CH:31]=1)[C:28]([CH3:33])([CH3:32])[CH2:27][CH2:26][C:25]2([CH3:35])[CH3:34]. Given the product [CH3:1][S:2]([C:5]1[CH:10]=[CH:9][C:8]([C:11]2[C:12]3[N:13]([N:17]=[C:18]([NH:20][C:31]4[CH:22]=[CH:23][C:24]5[C:25]([CH3:35])([CH3:34])[CH2:26][CH2:27][C:28]([CH3:33])([CH3:32])[C:29]=5[CH:30]=4)[N:19]=3)[CH:14]=[CH:15][CH:16]=2)=[CH:7][CH:6]=1)(=[O:3])=[O:4], predict the reactants needed to synthesize it. (6) Given the product [F:17][C:15]1[C:14]([C:18]#[C:19][C:20]([OH:23])([CH3:21])[CH3:22])=[CH:13][C:12]2[C:6]3[N:7]([C:24]([CH2:25][OH:26])=[C:4]([C:1]([NH2:2])=[O:3])[N:5]=3)[CH2:8][CH2:9][O:10][C:11]=2[CH:16]=1, predict the reactants needed to synthesize it. The reactants are: [C:1]([C:4]1[N:5]=[C:6]2[C:12]3[CH:13]=[C:14]([C:18]#[C:19][C:20]([OH:23])([CH3:22])[CH3:21])[C:15]([F:17])=[CH:16][C:11]=3[O:10][CH2:9][CH2:8][N:7]2[C:24]=1[C:25](O)=[O:26])(=[O:3])[NH2:2].O1CC(N)C1. (7) Given the product [CH2:33]([O:28][C:8](=[O:9])[CH2:7][CH2:3][C:4]([NH:11][C:12]1[CH:22]=[CH:21][C:20]([O:23][C:24]([F:25])([F:26])[F:27])=[CH:19][C:13]=1[C:14]([O:16][CH2:17][CH3:18])=[O:15])=[O:5])[CH3:34], predict the reactants needed to synthesize it. The reactants are: C([CH:3]([CH2:7][C:8](Cl)=[O:9])[C:4](Cl)=[O:5])C.[NH2:11][C:12]1[CH:22]=[CH:21][C:20]([O:23][C:24]([F:27])([F:26])[F:25])=[CH:19][C:13]=1[C:14]([O:16][CH2:17][CH3:18])=[O:15].[OH2:28].N1[CH:34]=[CH:33]C=CC=1. (8) Given the product [C:16]([O:20][C:21]([N:23]1[CH2:32][CH2:31][C:30]2[C:25](=[CH:26][C:27]([CH2:33][CH2:34][N:12]3[CH:13]=[CH:14][C:9]([O:8][CH2:7][C:2]4[CH:3]=[CH:4][CH:5]=[CH:6][N:1]=4)=[CH:10][C:11]3=[O:15])=[CH:28][CH:29]=2)[CH2:24]1)=[O:22])([CH3:19])([CH3:18])[CH3:17], predict the reactants needed to synthesize it. The reactants are: [N:1]1[CH:6]=[CH:5][CH:4]=[CH:3][C:2]=1[CH2:7][O:8][C:9]1[CH:14]=[CH:13][NH:12][C:11](=[O:15])[CH:10]=1.[C:16]([O:20][C:21]([N:23]1[CH2:32][CH2:31][C:30]2[C:25](=[CH:26][C:27]([CH2:33][CH2:34]OS(C3C=CC(C)=CC=3)(=O)=O)=[CH:28][CH:29]=2)[CH2:24]1)=[O:22])([CH3:19])([CH3:18])[CH3:17]. (9) Given the product [C:36]([OH:57])(=[O:35])[CH3:37].[C:36]([OH:57])(=[O:35])[CH3:37].[NH2:10][CH2:11][CH2:12][CH2:13][CH2:14][C:15]1[CH:20]=[CH:19][C:18]([CH2:21][CH2:22][CH2:23][CH2:24][NH:25][CH2:26][C@@H:27]([C:29]2[CH:34]=[CH:33][C:32]([OH:35])=[C:31]([NH:43][S:44]([CH3:47])(=[O:46])=[O:45])[CH:30]=2)[OH:28])=[CH:17][CH:16]=1, predict the reactants needed to synthesize it. The reactants are: C(OC(=O)[NH:10][CH2:11][CH2:12][CH2:13][CH2:14][C:15]1[CH:20]=[CH:19][C:18]([CH2:21][CH2:22][CH2:23][CH2:24][NH:25][CH2:26][C@@H:27]([C:29]2[CH:34]=[CH:33][C:32]([O:35][CH2:36][C:37]3C=CC=CC=3)=[C:31]([NH:43][S:44]([CH2:47]CC3C=CC=CC=3)(=[O:46])=[O:45])[CH:30]=2)[OH:28])=[CH:17][CH:16]=1)C1C=CC=CC=1.C[OH:57].